Dataset: Experimentally validated miRNA-target interactions with 360,000+ pairs, plus equal number of negative samples. Task: Binary Classification. Given a miRNA mature sequence and a target amino acid sequence, predict their likelihood of interaction. (1) The miRNA is hsa-miR-4729 with sequence UCAUUUAUCUGUUGGGAAGCUA. The protein sequence of the target gene is MILMPMASVVAVAEPKWVSVWGRFLWMALLSMALGSLLALLLPLGVVEEHCLAVLRGFHLLRSKLDRAQPVVPKCTSLCTELSVSSRDAGLLTVKTTASPAGKLEAKAALNQALEMKRQGKRGKAHKLFLHALKMDPGFVDALNEFGIFSEEDKDIIQADYLYTRALTISPFHEKALVNRDRTLPLVEEIDQRYFSVIDSKVKKVMSIPKGSSALRRVMEETYYHHIYHTVAIEGNTLTLSEIRHILETRYAVPGKSLEEQNEVIGMHAAMKYINTTLVSRIGSVTMDDMLEIHRRVLGY.... Result: 0 (no interaction). (2) The miRNA is hsa-miR-665 with sequence ACCAGGAGGCUGAGGCCCCU. The protein sequence of the target gene is MELLTFRDVAIEFSPEEWKCLDPDQQNLYRDVMLENYRNLVSLGVAISNPDLVTCLEQRKEPYNVKIHKIVARPPAMCSHFTQDHWPVQGIEDSFHKLILRRYEKCGHDNLQLRKGCKSLNECKLQKGGYNEFNECLSTTQSKILQCKASVKVVSKFSNSNKRKTRHTGEKHFKECGKSFQKFSHLTQHKVIHAGEKPYTCEECGKAFKWSLIFNEHKRIHTGEKPFTCEECGSIFTTSSHFAKHKIIHTGEKPYKCEECGKAFNRFTTLTKHKRIHAGEKPITCEECRKIFTSSSNFAK.... Result: 1 (interaction). (3) Result: 1 (interaction). The protein sequence of the target gene is MPKHEFSVDMTCGGCAEAVSRVLNKLGGVKYDIDLPNKKVCIESEHSMDTLLATLKKTGKTVSYLGLE. The miRNA is hsa-miR-30a-5p with sequence UGUAAACAUCCUCGACUGGAAG.